This data is from Catalyst prediction with 721,799 reactions and 888 catalyst types from USPTO. The task is: Predict which catalyst facilitates the given reaction. (1) Reactant: [N:1]1[CH:5]=[C:4]([C:6]([OH:8])=O)[NH:3][N:2]=1.CN(C(ON1N=NC2C=CC=NC1=2)=[N+](C)C)C.F[P-](F)(F)(F)(F)F.[NH2:33][C@H:34]([CH2:44][C:45]1[CH:50]=[CH:49][C:48]([C:51]2[CH:56]=[C:55]([Cl:57])[CH:54]=[CH:53][C:52]=2[F:58])=[CH:47][CH:46]=1)[CH2:35][C@:36]([C:41](=[O:43])[NH2:42])([CH3:40])[C:37]([OH:39])=[O:38].CCN(C(C)C)C(C)C. Product: [C:41]([C@:36]([CH3:40])([CH2:35][C@H:34]([NH:33][C:6]([C:4]1[N:3]=[N:2][NH:1][CH:5]=1)=[O:8])[CH2:44][C:45]1[CH:46]=[CH:47][C:48]([C:51]2[CH:56]=[C:55]([Cl:57])[CH:54]=[CH:53][C:52]=2[F:58])=[CH:49][CH:50]=1)[C:37]([OH:39])=[O:38])(=[O:43])[NH2:42]. The catalyst class is: 3. (2) Reactant: Cl.[NH2:2][C:3]1[CH:8]=[CH:7][CH:6]=[CH:5][C:4]=1[C:9]1[C:10]([C:22]#[N:23])=[N:11][N:12]([CH2:19][CH2:20][CH3:21])[C:13]=1[CH2:14][CH2:15][CH2:16][CH2:17][Cl:18]. Product: [Cl:18][CH2:17][CH2:16][CH2:15][CH2:14][C:13]1[N:12]([CH2:19][CH2:20][CH3:21])[N:11]=[C:10]2[C:9]=1[C:4]1[CH:5]=[CH:6][CH:7]=[CH:8][C:3]=1[N:2]=[C:22]2[NH2:23]. The catalyst class is: 8. (3) Reactant: [OH:1][CH2:2][CH:3]1[O:7][C:6](=[O:8])[NH:5][CH2:4]1.[C:9]([O:13][C:14]([N:16]1[CH2:22][C:21]2[CH:23]=[C:24](Br)[CH:25]=[CH:26][C:20]=2[O:19][CH2:18][CH2:17]1)=[O:15])([CH3:12])([CH3:11])[CH3:10].C(=O)([O-])[O-].[K+].[K+].N[C@@H]1CCCC[C@H]1N. Product: [C:9]([O:13][C:14]([N:16]1[CH2:22][C:21]2[CH:23]=[C:24]([N:5]3[CH2:4][CH:3]([CH2:2][OH:1])[O:7][C:6]3=[O:8])[CH:25]=[CH:26][C:20]=2[O:19][CH2:18][CH2:17]1)=[O:15])([CH3:12])([CH3:10])[CH3:11]. The catalyst class is: 590. (4) Reactant: C[N+]1([O-])CC[O:5][CH2:4]C1.[C:9]([O:13][C:14](=[O:21])[NH:15]C1(C=C)CC1)([CH3:12])([CH3:11])[CH3:10].[CH2:22]1[CH2:26][O:25][CH2:24][CH2:23]1.O. Product: [C:9]([O:13][C:14](=[O:21])[NH:15][C:22]1([CH:26]([OH:25])[CH2:4][OH:5])[CH2:23][CH2:24]1)([CH3:12])([CH3:11])[CH3:10]. The catalyst class is: 771. (5) Reactant: [CH3:1][O:2][C:3]([C:5]1[NH:6][CH:7]=[C:8]([Br:10])[CH:9]=1)=[O:4].[H-].[Na+].[C:13]([O:17][C:18](=[O:21])[CH2:19]Br)([CH3:16])([CH3:15])[CH3:14]. Product: [CH3:1][O:2][C:3]([C:5]1[N:6]([CH2:19][C:18]([O:17][C:13]([CH3:16])([CH3:15])[CH3:14])=[O:21])[CH:7]=[C:8]([Br:10])[CH:9]=1)=[O:4]. The catalyst class is: 3. (6) Reactant: [CH3:1][C:2]1([CH3:15])[C:6]2[CH:7]=[CH:8][C:9]([C:11](OC)=[O:12])=[CH:10][C:5]=2[O:4][CH2:3]1.[BH4-].[Li+].CO.O. Product: [CH3:1][C:2]1([CH3:15])[C:6]2[CH:7]=[CH:8][C:9]([CH2:11][OH:12])=[CH:10][C:5]=2[O:4][CH2:3]1. The catalyst class is: 7. (7) Reactant: N1CCNC[CH2:2]1.CNC(=O)C1C=CC(N2CCNCC2)=CC=1.[F:23][C:24]1[CH:33]=[CH:32][C:27]([C:28]([NH:30][CH3:31])=[O:29])=[CH:26][CH:25]=1. Product: [CH2:31]([NH:30][C:28](=[O:29])[C:27]1[CH:26]=[CH:25][C:24]([F:23])=[CH:33][CH:32]=1)[CH3:2]. The catalyst class is: 16. (8) Reactant: Cl.Cl.N[C@@H]([C@H](OC)C)CS(CC1C=NC2C(C=1)=CC=CC=2)(=O)=[O:7].C([O:28][C:29]([NH:31][C@@H:32]([C@H:48]([O:50][CH3:51])[CH3:49])[CH2:33][S:34]([CH2:37][C:38]1[CH:39]=[N:40][C:41]2[C:46]([CH:47]=1)=[CH:45][CH:44]=[CH:43][CH:42]=2)(=[O:36])=[O:35])=O)(C)(C)C.Cl. Product: [CH3:51][O:50][C@H:48]([CH3:49])[C@H:32]([N:31]([OH:7])[CH:29]=[O:28])[CH2:33][S:34]([CH2:37][C:38]1[CH:39]=[N:40][C:41]2[C:46]([CH:47]=1)=[CH:45][CH:44]=[CH:43][CH:42]=2)(=[O:36])=[O:35]. The catalyst class is: 12.